Task: Regression. Given two drug SMILES strings and cell line genomic features, predict the synergy score measuring deviation from expected non-interaction effect.. Dataset: NCI-60 drug combinations with 297,098 pairs across 59 cell lines (1) Drug 1: C1=C(C(=O)NC(=O)N1)N(CCCl)CCCl. Drug 2: CC(C)(C#N)C1=CC(=CC(=C1)CN2C=NC=N2)C(C)(C)C#N. Cell line: SR. Synergy scores: CSS=40.7, Synergy_ZIP=-0.240, Synergy_Bliss=-1.49, Synergy_Loewe=-1.32, Synergy_HSA=-0.353. (2) Drug 1: CCC1=CC2CC(C3=C(CN(C2)C1)C4=CC=CC=C4N3)(C5=C(C=C6C(=C5)C78CCN9C7C(C=CC9)(C(C(C8N6C)(C(=O)OC)O)OC(=O)C)CC)OC)C(=O)OC.C(C(C(=O)O)O)(C(=O)O)O. Drug 2: C1CC(=O)NC(=O)C1N2C(=O)C3=CC=CC=C3C2=O. Cell line: HOP-92. Synergy scores: CSS=32.4, Synergy_ZIP=-3.26, Synergy_Bliss=1.33, Synergy_Loewe=-39.9, Synergy_HSA=0.512.